From a dataset of Catalyst prediction with 721,799 reactions and 888 catalyst types from USPTO. Predict which catalyst facilitates the given reaction. Reactant: [CH3:1][C:2]1[N:7]=[CH:6][C:5]([CH2:8][OH:9])=[C:4]([CH2:10][OH:11])[C:3]=1[OH:12].Cl. Product: [CH3:1][C:2]1[N:7]=[CH:6][C:5]([CH2:8][OH:9])=[C:4]([CH2:10][OH:11])[C:3]=1[OH:12]. The catalyst class is: 6.